This data is from Catalyst prediction with 721,799 reactions and 888 catalyst types from USPTO. The task is: Predict which catalyst facilitates the given reaction. (1) Reactant: C([S@@]([NH:7][C@H:8]([C:18]1[CH:23]=[C:22]([F:24])[CH:21]=[C:20]([F:25])[CH:19]=1)[CH2:9][CH2:10][C:11]([CH3:17])([CH3:16])[C:12](OC)=[O:13])=O)(C)(C)C.C(N(CC)CC)C. Product: [F:25][C:20]1[CH:19]=[C:18]([C@H:8]2[NH:7][C:12](=[O:13])[C:11]([CH3:17])([CH3:16])[CH2:10][CH2:9]2)[CH:23]=[C:22]([F:24])[CH:21]=1. The catalyst class is: 5. (2) Reactant: [Br:1][C:2]1[CH:8]=[CH:7][C:5]([NH2:6])=[C:4]([F:9])[C:3]=1[Cl:10].C1C(=O)N([I:18])C(=O)C1. Product: [Br:1][C:2]1[CH:8]=[C:7]([I:18])[C:5]([NH2:6])=[C:4]([F:9])[C:3]=1[Cl:10]. The catalyst class is: 52. (3) Reactant: [F:1][C:2]1[CH:3]=[C:4]([CH:8]=[CH:9][C:10]=1[F:11])[C:5]([OH:7])=O.CN(C(ON1N=NC2C=CC=CC1=2)=[N+](C)C)C.[B-](F)(F)(F)F.CCN(C(C)C)C(C)C.[CH3:43][NH:44][C@@H:45]([CH2:52][CH2:53][CH3:54])[CH2:46][N:47]1[CH2:50][CH:49]([OH:51])[CH2:48]1. Product: [F:1][C:2]1[CH:3]=[C:4]([CH:8]=[CH:9][C:10]=1[F:11])[C:5]([N:44]([C@@H:45]([CH2:52][CH2:53][CH3:54])[CH2:46][N:47]1[CH2:48][CH:49]([OH:51])[CH2:50]1)[CH3:43])=[O:7]. The catalyst class is: 2. (4) Reactant: [N:1]1([CH2:7][CH2:8][O:9][C:10]2[C:19]3[C:14](=[CH:15][CH:16]=[CH:17][CH:18]=3)[C:13]([NH2:20])=[CH:12][CH:11]=2)[CH2:6][CH2:5][O:4][CH2:3][CH2:2]1.[C:21]1([C@@H:27]2[CH2:29][C@H:28]2[N:30]=[C:31]=[O:32])[CH:26]=[CH:25][CH:24]=[CH:23][CH:22]=1. Product: [N:1]1([CH2:7][CH2:8][O:9][C:10]2[C:19]3[C:14](=[CH:15][CH:16]=[CH:17][CH:18]=3)[C:13]([NH:20][C:31]([NH:30][CH:28]3[CH2:29][CH:27]3[C:21]3[CH:26]=[CH:25][CH:24]=[CH:23][CH:22]=3)=[O:32])=[CH:12][CH:11]=2)[CH2:6][CH2:5][O:4][CH2:3][CH2:2]1. The catalyst class is: 1. (5) The catalyst class is: 3. Product: [O:17]1[C:21]2[CH:22]=[CH:23][C:24]([CH2:26][N:27]3[CH2:32][CH2:31][CH:30]([NH:33][C:12]([C:8]4[NH:9][C:10]5[C:5]([C:6](=[O:15])[CH:7]=4)=[CH:4][C:3]([F:16])=[C:2]([Cl:1])[CH:11]=5)=[O:14])[CH2:29][CH2:28]3)=[CH:25][C:20]=2[O:19][CH2:18]1. Reactant: [Cl:1][C:2]1[CH:11]=[C:10]2[C:5]([C:6](=[O:15])[CH:7]=[C:8]([C:12]([OH:14])=O)[NH:9]2)=[CH:4][C:3]=1[F:16].[O:17]1[C:21]2[CH:22]=[CH:23][C:24]([CH2:26][N:27]3[CH2:32][CH2:31][CH:30]([NH2:33])[CH2:29][CH2:28]3)=[CH:25][C:20]=2[O:19][CH2:18]1.CCN=C=NCCCN(C)C.C1C=CC2N(O)N=NC=2C=1.CN1CCOCC1. (6) Reactant: C(N(CC)CC)C.[OH:8][C:9]1[C:18]([N+:19]([O-:21])=[O:20])=[C:17]2[C:12]([CH:13]=[CH:14][C:15]([CH3:22])=[N:16]2)=[CH:11][CH:10]=1.[CH3:23][O:24][CH2:25]Cl. Product: [CH3:23][O:24][CH2:25][O:8][C:9]1[C:18]([N+:19]([O-:21])=[O:20])=[C:17]2[C:12]([CH:13]=[CH:14][C:15]([CH3:22])=[N:16]2)=[CH:11][CH:10]=1. The catalyst class is: 396.